Dataset: CYP2D6 inhibition data for predicting drug metabolism from PubChem BioAssay. Task: Regression/Classification. Given a drug SMILES string, predict its absorption, distribution, metabolism, or excretion properties. Task type varies by dataset: regression for continuous measurements (e.g., permeability, clearance, half-life) or binary classification for categorical outcomes (e.g., BBB penetration, CYP inhibition). Dataset: cyp2d6_veith. (1) The drug is CC(=O)c1c(O)c(C)c(O)c(Cc2c(O)c3c(c(C(=O)/C=C\c4ccccc4)c2O)OC(C)(C)C=C3)c1O. The result is 0 (non-inhibitor). (2) The drug is CC/C(=N/Nc1ccccc1)c1cnnc(SC)n1. The result is 0 (non-inhibitor).